This data is from Forward reaction prediction with 1.9M reactions from USPTO patents (1976-2016). The task is: Predict the product of the given reaction. (1) Given the reactants [H-].[Na+].[C:3]([N:22]1[CH:26]=[C:25]([CH:27]([C:32]([O:34][CH3:35])=[O:33])[C:28]([O:30][CH3:31])=[O:29])[N:24]=[CH:23]1)([C:16]1[CH:21]=[CH:20][CH:19]=[CH:18][CH:17]=1)([C:10]1[CH:15]=[CH:14][CH:13]=[CH:12][CH:11]=1)[C:4]1[CH:9]=[CH:8][CH:7]=[CH:6][CH:5]=1.[OH2:36].C[N:38]([CH:40]=[O:41])[CH3:39], predict the reaction product. The product is: [C:27]([O:36][C:40]([NH:38][C:39]1[N:22]=[CH:3][C:4]([CH2:9][C:27]([C:25]2[N:24]=[CH:23][N:22]([C:3]([C:16]3[CH:21]=[CH:20][CH:19]=[CH:18][CH:17]=3)([C:4]3[CH:9]=[CH:8][CH:7]=[CH:6][CH:5]=3)[C:10]3[CH:11]=[CH:12][CH:13]=[CH:14][CH:15]=3)[CH:26]=2)([C:32]([O:34][CH3:35])=[O:33])[C:28]([O:30][CH3:31])=[O:29])=[CH:5][CH:6]=1)=[O:41])([CH3:32])([CH3:28])[CH3:25]. (2) Given the reactants CO[C:3]1[CH:4]=[C:5]([CH:9]=[C:10]([O:14][CH3:15])[C:11]=1[O:12][CH3:13])[C:6]([OH:8])=O.Cl.C(N=C=NCCCN(C)C)C.ON1C2C=CC=CC=2N=N1.C(N(CC)CC)C.[C:45]([O:49][C:50]([N:52]1[CH2:56][CH2:55][CH2:54][C@H:53]1[CH2:57][NH:58][CH2:59][C:60]1[O:61][C:62]2[CH:68]=[CH:67][CH:66]=[CH:65][C:63]=2[CH:64]=1)=[O:51])([CH3:48])([CH3:47])[CH3:46], predict the reaction product. The product is: [C:45]([O:49][C:50]([N:52]1[CH2:56][CH2:55][CH2:54][C@H:53]1[CH2:57][N:58]([CH2:59][C:60]1[O:61][C:62]2[CH:68]=[CH:67][CH:66]=[CH:65][C:63]=2[CH:64]=1)[C:6](=[O:8])[C:5]1[CH:4]=[CH:3][C:11]([O:12][CH3:13])=[C:10]([O:14][CH3:15])[CH:9]=1)=[O:51])([CH3:48])([CH3:46])[CH3:47]. (3) Given the reactants [C:1]([O:5][C:6]([N:8]1[CH2:20][C@@H:19]([CH3:21])[N:18]2[C@H:10]([CH2:11][C:12]3[C:17]2=[N:16][CH:15]=[C:14]([F:22])[C:13]=3[CH:23]=[O:24])[CH2:9]1)=[O:7])([CH3:4])([CH3:3])[CH3:2].[BH4-].[Li+], predict the reaction product. The product is: [C:1]([O:5][C:6]([N:8]1[CH2:20][C@@H:19]([CH3:21])[N:18]2[C@H:10]([CH2:11][C:12]3[C:17]2=[N:16][CH:15]=[C:14]([F:22])[C:13]=3[CH2:23][OH:24])[CH2:9]1)=[O:7])([CH3:2])([CH3:3])[CH3:4]. (4) Given the reactants [Br:1][C:2]1[CH:3]=[C:4]2[N:10]=[C:9]([CH2:11][NH2:12])[NH:8][C:5]2=[N:6][CH:7]=1.CN(C(ON1N=NC2C=CC=CC1=2)=[N+](C)C)C.[B-](F)(F)(F)F.C(N(C(C)C)CC)(C)C.[CH3:44][C:45]1[CH:46]=[C:47]([CH:51]=[CH:52][C:53]=1[C:54]([N:56]1[CH2:60][CH2:59][CH2:58][CH2:57]1)=[O:55])[C:48](O)=[O:49].N.BrBr, predict the reaction product. The product is: [Br:1][C:2]1[CH:3]=[C:4]2[N:10]=[C:9]([CH2:11][NH:12][C:48](=[O:49])[C:47]3[CH:51]=[CH:52][C:53]([C:54]([N:56]4[CH2:57][CH2:58][CH2:59][CH2:60]4)=[O:55])=[C:45]([CH3:44])[CH:46]=3)[NH:8][C:5]2=[N:6][CH:7]=1.